Predict which catalyst facilitates the given reaction. From a dataset of Catalyst prediction with 721,799 reactions and 888 catalyst types from USPTO. (1) Reactant: [CH2:1]([N:3]([CH2:30][CH3:31])[CH2:4][CH2:5][NH:6][C:7]([C:9]1[C:17]2[CH2:16][CH2:15][CH2:14]/[C:13](=[C:18]3/[C:19](=[O:28])[NH:20][C:21]4[C:26]/3=[CH:25][C:24]([F:27])=[CH:23][CH:22]=4)/[C:12]=2[NH:11][C:10]=1[CH3:29])=[O:8])[CH3:2].C(#N)C.[C:35]([OH:42])(=[O:41])/[CH:36]=[CH:37]\[C:38]([OH:40])=[O:39]. Product: [C:35]([OH:42])(=[O:41])/[CH:36]=[CH:37]\[C:38]([OH:40])=[O:39].[CH2:30]([N:3]([CH2:1][CH3:2])[CH2:4][CH2:5][NH:6][C:7]([C:9]1[C:17]2[CH2:16][CH2:15][CH2:14]/[C:13](=[C:18]3/[C:19](=[O:28])[NH:20][C:21]4[C:26]/3=[CH:25][C:24]([F:27])=[CH:23][CH:22]=4)/[C:12]=2[NH:11][C:10]=1[CH3:29])=[O:8])[CH3:31]. The catalyst class is: 4. (2) Reactant: [CH3:1][CH:2]1[CH2:7][CH2:6][N:5]([CH2:8][C:9]2[CH:10]=[C:11]([C:15]3[CH:16]=[C:17]4[C:21](=[CH:22][CH:23]=3)[N:20](C3CCCCO3)[N:19]=[C:18]4[C:30]([NH:32][C:33]3[CH:38]=[N:37][CH:36]=[CH:35][N:34]=3)=[O:31])[CH:12]=[N:13][CH:14]=2)[CH2:4][CH2:3]1.C[SiH](C)C.C(O)(C(F)(F)F)=O. Product: [CH3:1][CH:2]1[CH2:7][CH2:6][N:5]([CH2:8][C:9]2[CH:10]=[C:11]([C:15]3[CH:16]=[C:17]4[C:21](=[CH:22][CH:23]=3)[NH:20][N:19]=[C:18]4[C:30]([NH:32][C:33]3[CH:38]=[N:37][CH:36]=[CH:35][N:34]=3)=[O:31])[CH:12]=[N:13][CH:14]=2)[CH2:4][CH2:3]1. The catalyst class is: 2. (3) Reactant: [Cl:1][C:2]1[CH:7]=[C:6]([OH:8])[CH:5]=[CH:4][C:3]=1[CH:9]([CH3:25])[C:10]([C:16]1[CH:17]=[C:18]([CH3:24])[C:19](=[O:23])[N:20]([CH3:22])[CH:21]=1)([OH:15])[C:11]([F:14])([F:13])[F:12].[CH3:26][O:27][C:28](=[O:40])[C:29]1[C:34]([C:35]([F:38])([F:37])[F:36])=[CH:33][C:32](Cl)=[N:31][CH:30]=1.N12CCN(CC1)CC2. Product: [CH3:26][O:27][C:28](=[O:40])[C:29]1[C:34]([C:35]([F:36])([F:37])[F:38])=[CH:33][C:32]([O:8][C:6]2[CH:5]=[CH:4][C:3]([CH:9]([CH3:25])[C:10]([C:16]3[CH:17]=[C:18]([CH3:24])[C:19](=[O:23])[N:20]([CH3:22])[CH:21]=3)([OH:15])[C:11]([F:13])([F:14])[F:12])=[C:2]([Cl:1])[CH:7]=2)=[N:31][CH:30]=1. The catalyst class is: 66. (4) Product: [Br:24][C:19]1[CH:20]=[C:21]2[C:16](=[CH:17][CH:18]=1)[CH:15]=[C:9]([C:7]1[N:4]=[C:43]([C@@H:41]3[CH2:42][N:36]4[C:37]5[CH:38]([C@@H:30]([NH:29][C:27](=[O:28])[O:26][CH3:25])[CH2:31][CH2:32][C:33]=5[CH:34]=[CH:35]4)[C:39](=[O:46])[CH2:40]3)[NH:51][CH:8]=1)[CH:23]=[CH:22]2. The catalyst class is: 10. Reactant: C([N:4]([CH:7]([CH3:9])[CH3:8])CC)(C)C.BrCC(C1[CH:23]=[CH:22][C:21]2[C:16](=[CH:17][CH:18]=[C:19]([Br:24])[CH:20]=2)[CH:15]=1)=O.[CH3:25][O:26][C:27]([NH:29][C@@H:30]1[CH:38]2[C:39](=[O:46])[CH2:40][C@H:41]([C:43](O)=O)[CH2:42][N:36]3[C:37]2=[C:33]([CH:34]=[CH:35]3)[CH2:32][CH2:31]1)=[O:28].C([O-])(=O)C.[NH4+:51]. (5) Reactant: [CH:1]1([C:4]2[NH:8][N:7]=[C:6]([NH:9][C:10]3[C:17]([F:18])=[CH:16][C:13]([C:14]#[N:15])=[C:12]([NH:19][C@H:20]([C:22]4[CH:27]=[CH:26][C:25]([F:28])=[CH:24][CH:23]=4)[CH3:21])[N:11]=3)[CH:5]=2)[CH2:3][CH2:2]1.Cl. Product: [NH2:15][CH2:14][C:13]1[C:12]([NH:19][C@H:20]([C:22]2[CH:23]=[CH:24][C:25]([F:28])=[CH:26][CH:27]=2)[CH3:21])=[N:11][C:10]([NH:9][C:6]2[CH:5]=[C:4]([CH:1]3[CH2:3][CH2:2]3)[NH:8][N:7]=2)=[C:17]([F:18])[CH:16]=1. The catalyst class is: 43. (6) Reactant: [CH2:1]([C:3]1[CH:8]=[CH:7][C:6]([C:9](=[O:11])[CH3:10])=[CH:5][C:4]=1[F:12])[CH3:2].[Br:13]Br. Product: [Br:13][CH2:10][C:9]([C:6]1[CH:7]=[CH:8][C:3]([CH2:1][CH3:2])=[C:4]([F:12])[CH:5]=1)=[O:11]. The catalyst class is: 12.